Dataset: Peptide-MHC class II binding affinity with 134,281 pairs from IEDB. Task: Regression. Given a peptide amino acid sequence and an MHC pseudo amino acid sequence, predict their binding affinity value. This is MHC class II binding data. The peptide sequence is SPWSWPDLDLKPGAA. The MHC is HLA-DQA10601-DQB10402 with pseudo-sequence HLA-DQA10601-DQB10402. The binding affinity (normalized) is 0.250.